From a dataset of Catalyst prediction with 721,799 reactions and 888 catalyst types from USPTO. Predict which catalyst facilitates the given reaction. Reactant: Br[C:2]1(Br)[C:10]2[C:5](=[CH:6][C:7]([Cl:11])=[CH:8][CH:9]=2)[NH:4][C:3]1=[O:12].C[OH:15]. Product: [Cl:11][C:7]1[CH:6]=[C:5]2[C:10]([C:2](=[O:15])[C:3](=[O:12])[NH:4]2)=[CH:9][CH:8]=1. The catalyst class is: 6.